Dataset: Forward reaction prediction with 1.9M reactions from USPTO patents (1976-2016). Task: Predict the product of the given reaction. The product is: [Cl:1][C:2]1[CH:6]=[N:5][N:4]([CH3:7])[C:3]=1[C:8]1[CH:9]=[C:10]([NH:16][C:27]([NH:26][C:22]2[CH:23]=[CH:24][CH:25]=[C:20]([N+:17]([O-:19])=[O:18])[CH:21]=2)=[O:28])[CH:11]=[CH:12][C:13]=1[O:14][CH3:15]. Given the reactants [Cl:1][C:2]1[CH:6]=[N:5][N:4]([CH3:7])[C:3]=1[C:8]1[CH:9]=[C:10]([NH2:16])[CH:11]=[CH:12][C:13]=1[O:14][CH3:15].[N+:17]([C:20]1[CH:21]=[C:22]([N:26]=[C:27]=[O:28])[CH:23]=[CH:24][CH:25]=1)([O-:19])=[O:18], predict the reaction product.